This data is from Forward reaction prediction with 1.9M reactions from USPTO patents (1976-2016). The task is: Predict the product of the given reaction. (1) Given the reactants [Br:1][C:2]1[CH:3]=[CH:4][C:5]([I:11])=[C:6]([CH:10]=1)[C:7]([OH:9])=[O:8].CNN(NC)C1C=CN=CC=1.C(OC(O[C:26]([CH3:29])([CH3:28])[CH3:27])=O)(O[C:26]([CH3:29])([CH3:28])[CH3:27])=O.C(=O)([O-])O.[Na+], predict the reaction product. The product is: [C:26]([O:8][C:7](=[O:9])[C:6]1[CH:10]=[C:2]([Br:1])[CH:3]=[CH:4][C:5]=1[I:11])([CH3:29])([CH3:28])[CH3:27]. (2) Given the reactants [Cl:1][C:2]1[CH:3]=[C:4]2[C:9](=[CH:10][C:11]=1[Cl:12])[CH:8]=[N:7][C:6]([NH2:13])=[CH:5]2.[Cl:14][C:15]1[C:24]([Cl:25])=[CH:23][CH:22]=[C:21]2[C:16]=1[CH:17]=[C:18]([NH2:26])[N:19]=[CH:20]2.[C:27](N1C=CC=CC1=O)(N1C=CC=CC1=O)=[S:28], predict the reaction product. The product is: [Cl:1][C:2]1[CH:3]=[C:4]2[C:9](=[CH:10][C:11]=1[Cl:12])[CH:8]=[N:7][C:6]([N:13]=[C:27]=[S:28])=[CH:5]2.[Cl:14][C:15]1[C:24]([Cl:25])=[CH:23][CH:22]=[C:21]2[C:16]=1[CH:17]=[C:18]([N:26]=[C:27]=[S:28])[N:19]=[CH:20]2.